This data is from Catalyst prediction with 721,799 reactions and 888 catalyst types from USPTO. The task is: Predict which catalyst facilitates the given reaction. Reactant: ClC1C=C(Cl)C=CC=1C(Cl)=O.[Cl:12][C:13]1[CH:18]=[C:17]([Cl:19])[CH:16]=[CH:15][C:14]=1[C:20]([N:22]=[C:23]=[S:24])=[O:21].[CH3:25][O:26][C:27]1[CH:28]=[C:29]2[C:34](=[CH:35][C:36]=1[O:37][CH3:38])[N:33]=[CH:32][CH:31]=[C:30]2[O:39][C:40]1[CH:46]=[CH:45][C:43]([NH2:44])=[CH:42][CH:41]=1.C1(C)C=CC=CC=1. Product: [Cl:12][C:13]1[CH:18]=[C:17]([Cl:19])[CH:16]=[CH:15][C:14]=1[C:20]([N:22]=[C:23]=[S:24])=[O:21].[Cl:12][C:13]1[CH:18]=[C:17]([Cl:19])[CH:16]=[CH:15][C:14]=1[C:20]([NH:22][C:23]([NH:44][C:43]1[CH:45]=[CH:46][C:40]([O:39][C:30]2[C:29]3[C:34](=[CH:35][C:36]([O:37][CH3:38])=[C:27]([O:26][CH3:25])[CH:28]=3)[N:33]=[CH:32][CH:31]=2)=[CH:41][CH:42]=1)=[S:24])=[O:21]. The catalyst class is: 8.